Dataset: Full USPTO retrosynthesis dataset with 1.9M reactions from patents (1976-2016). Task: Predict the reactants needed to synthesize the given product. (1) The reactants are: [O-:1][N+:2]1[C:7]2[CH:8]=[CH:9][CH:10]=[CH:11][C:6]=2[N:5]=[C:4]([NH:12][CH2:13][CH2:14]O)[N:3]=1.CCN(CC)CC.[CH2:23]([NH:26][CH2:27][CH2:28][CH3:29])[CH2:24][CH3:25].C(Cl)[Cl:31]. Given the product [ClH:31].[O-:1][N+:2]1[C:7]2[CH:8]=[CH:9][CH:10]=[CH:11][C:6]=2[N:5]=[C:4]([NH:12][CH2:13][CH2:14][N:26]([CH2:27][CH2:28][CH3:29])[CH2:23][CH2:24][CH3:25])[N:3]=1, predict the reactants needed to synthesize it. (2) Given the product [CH:1]12[O:14][CH:12]1[CH2:11][CH2:10][CH:9]=[CH:8][CH2:7][CH2:6][CH:5]=[CH:4][CH2:3][CH2:2]2, predict the reactants needed to synthesize it. The reactants are: [CH:1]1=[CH:2][CH2:3][CH:4]=[CH:5][CH2:6][CH2:7][CH:8]=[CH:9][CH2:10][CH2:11][CH2:12]1.C(=O)(O)[O-:14].[Na+].ClC1C=CC=C(C(OO)=O)C=1. (3) Given the product [F:45][C:46]([F:51])([F:50])[C:47]([OH:49])=[O:48].[Cl:19][C:15]1[C:14]([F:20])=[C:13]([CH:12]2[C:11]([C:23]3[CH:28]=[CH:27][C:26]([Cl:29])=[CH:25][C:24]=3[F:30])([C:21]#[N:22])[CH:10]([CH2:31][C:32]3([CH2:36][OH:37])[CH2:33][CH2:34][CH2:35]3)[NH:9][CH:8]2[C:6]([OH:7])=[O:5])[CH:18]=[CH:17][CH:16]=1, predict the reactants needed to synthesize it. The reactants are: C([O:5][C:6]([CH:8]1[CH:12]([C:13]2[CH:18]=[CH:17][CH:16]=[C:15]([Cl:19])[C:14]=2[F:20])[C:11]([C:23]2[CH:28]=[CH:27][C:26]([Cl:29])=[CH:25][C:24]=2[F:30])([C:21]#[N:22])[CH:10]([CH2:31][C:32]2([C:36](C)(C)[O:37][SiH2]C(C)(C)C)[CH2:35][CH2:34][CH2:33]2)[NH:9]1)=[O:7])(C)(C)C.[F:45][C:46]([F:51])([F:50])[C:47]([OH:49])=[O:48]. (4) The reactants are: [CH3:1][N:2]1[C:10]2[C:5](=[CH:6][C:7]([NH2:11])=[CH:8][CH:9]=2)[CH:4]=[CH:3]1.[C:12]([C:16]1[CH:26]=[CH:25][C:19](/[CH:20]=[CH:21]/[C:22](O)=[O:23])=[CH:18][CH:17]=1)([CH3:15])([CH3:14])[CH3:13]. Given the product [C:12]([C:16]1[CH:17]=[CH:18][C:19](/[CH:20]=[CH:21]/[C:22]([NH:11][C:7]2[CH:6]=[C:5]3[C:10](=[CH:9][CH:8]=2)[N:2]([CH3:1])[CH:3]=[CH:4]3)=[O:23])=[CH:25][CH:26]=1)([CH3:15])([CH3:13])[CH3:14], predict the reactants needed to synthesize it.